Dataset: Forward reaction prediction with 1.9M reactions from USPTO patents (1976-2016). Task: Predict the product of the given reaction. (1) Given the reactants BrC1C=CC2C(C)=C(/C=[CH:10]/[C:11]([O:13][CH2:14][CH3:15])=[O:12])SC=2C=1.[F:19][C:20]([F:37])([F:36])[C:21]1[CH:35]=[CH:34][C:24]2[CH:25]=[C:26]([C:28](=O)[CH2:29][CH2:30][CH2:31][CH3:32])[S:27][C:23]=2[CH:22]=1, predict the reaction product. The product is: [F:19][C:20]([F:37])([F:36])[C:21]1[CH:35]=[CH:34][C:24]2[CH:25]=[C:26](/[C:28](/[CH2:29][CH2:30][CH2:31][CH3:32])=[CH:10]/[C:11]([O:13][CH2:14][CH3:15])=[O:12])[S:27][C:23]=2[CH:22]=1. (2) Given the reactants [Cl:1][C:2]1[C:3]([NH:15][C:16]2[CH:21]=[CH:20][C:19]([N:22]3[CH2:27][CH2:26][P:25]([CH3:29])(=[O:28])[CH2:24][CH2:23]3)=[CH:18][C:17]=2[O:30][CH3:31])=[N:4][C:5]([NH:8][CH2:9][C:10]2[S:11][CH:12]=[CH:13][CH:14]=2)=[N:6][CH:7]=1.NCC1SC=CC=1[S:39]([N:42]([CH2:45][CH3:46])[CH2:43][CH3:44])(=[O:41])=[O:40], predict the reaction product. The product is: [Cl:1][C:2]1[C:3]([NH:15][C:16]2[CH:21]=[CH:20][C:19]([N:22]3[CH2:27][CH2:26][P:25]([CH3:29])(=[O:28])[CH2:24][CH2:23]3)=[CH:18][C:17]=2[O:30][CH3:31])=[N:4][C:5]([NH:8][CH2:9][C:10]2[S:11][CH:12]=[CH:13][C:14]=2[S:39]([N:42]([CH2:45][CH3:46])[CH2:43][CH3:44])(=[O:41])=[O:40])=[N:6][CH:7]=1. (3) Given the reactants [CH3:1][C:2]([CH3:5])([O-:4])[CH3:3].[K+].[F:7][C:8]1[CH:20]=[C:19](F)[C:18]([F:22])=[CH:17][C:9]=1[C:10]([NH:12][S:13]([CH3:16])(=[O:15])=[O:14])=[O:11].O, predict the reaction product. The product is: [C:2]([O:4][C:19]1[C:18]([F:22])=[CH:17][C:9]([C:10]([NH:12][S:13]([CH3:16])(=[O:15])=[O:14])=[O:11])=[C:8]([F:7])[CH:20]=1)([CH3:5])([CH3:3])[CH3:1]. (4) Given the reactants ClC1C=C2C(=C(C(OCC3(C4C=CC(F)=CC=4)CCN(C(OC(C)(C)C)=O)CC3)C(OC)=O)C=1)NN=C2.[Cl:38][C:39]1[CH:47]=[C:46]([CH:48]([C:71]#[N:72])[O:49][CH2:50][C:51]2([C:64]3[CH:69]=[CH:68][C:67]([F:70])=[CH:66][CH:65]=3)[CH2:56][CH2:55][N:54]([C:57]([O:59][C:60]([CH3:63])([CH3:62])[CH3:61])=[O:58])[CH2:53][CH2:52]2)[C:45]2[C:41](=[CH:42][N:43](COCC[Si](C)(C)C)[N:44]=2)[CH:40]=1, predict the reaction product. The product is: [Cl:38][C:39]1[CH:40]=[C:41]2[C:45](=[C:46]([CH:48]([C:71]#[N:72])[O:49][CH2:50][C:51]3([C:64]4[CH:69]=[CH:68][C:67]([F:70])=[CH:66][CH:65]=4)[CH2:56][CH2:55][N:54]([C:57]([O:59][C:60]([CH3:63])([CH3:62])[CH3:61])=[O:58])[CH2:53][CH2:52]3)[CH:47]=1)[NH:44][N:43]=[CH:42]2. (5) Given the reactants [OH:1][C:2]1[CH:11]=[C:10]2[C:5]([C:6]([CH3:14])=[C:7]([C:12]#[N:13])[CH:8]=[N:9]2)=[CH:4][C:3]=1[O:15][CH3:16].[C:17]([O:21][C:22]([NH:24][C@H:25]([CH2:38][CH3:39])[CH2:26][O:27][C:28]1[CH:29]=[N:30][CH:31]=[C:32]([CH:37]=1)[C:33](OC)=O)=[O:23])([CH3:20])([CH3:19])[CH3:18].[Li+].C[Si]([N-:45][Si](C)(C)C)(C)C.CC(O)=O, predict the reaction product. The product is: [NH2:13][C:12]1[N:45]=[C:33]([C:32]2[CH:37]=[C:28]([O:27][CH2:26][C@H:25]([NH:24][C:22](=[O:23])[O:21][C:17]([CH3:20])([CH3:19])[CH3:18])[CH2:38][CH3:39])[CH:29]=[N:30][CH:31]=2)[CH:14]=[C:6]2[C:7]=1[CH:8]=[N:9][C:10]1[CH:11]=[C:2]([OH:1])[C:3]([O:15][CH3:16])=[CH:4][C:5]2=1. (6) Given the reactants C[O:2][C:3](=[O:24])[CH2:4][CH2:5][N:6]1[C:11]2[CH:12]=[CH:13][CH:14]=[C:15]([C:16]([CH3:19])([CH3:18])[CH3:17])[C:10]=2[O:9][CH:8]([CH:20]([CH3:22])[CH3:21])[C:7]1=[O:23].[OH-].[Na+], predict the reaction product. The product is: [C:16]([C:15]1[C:10]2[O:9][CH:8]([CH:20]([CH3:21])[CH3:22])[C:7](=[O:23])[N:6]([CH2:5][CH2:4][C:3]([OH:24])=[O:2])[C:11]=2[CH:12]=[CH:13][CH:14]=1)([CH3:17])([CH3:19])[CH3:18]. (7) Given the reactants [CH3:1][C:2]1[CH:9]=[CH:8][C:5]([C:6]#[N:7])=[CH:4][N:3]=1.II.CSC.C(=O)(O)[O-:16].[Na+], predict the reaction product. The product is: [CH:1]([C:2]1[CH:9]=[CH:8][C:5]([C:6]#[N:7])=[CH:4][N:3]=1)=[O:16].